Dataset: Reaction yield outcomes from USPTO patents with 853,638 reactions. Task: Predict the reaction yield, written as a fraction of the theoretical maximum amount of product (1.0 means a 100% yield; for example, 0.34 means a 34% yield). The reactants are [CH3:1][N:2]1[CH2:7][CH2:6][CH:5]([CH2:8][N:9]2[CH2:14][CH2:13][NH:12][CH2:11][CH2:10]2)[CH2:4][CH2:3]1.[CH:15]([NH:28][CH2:29][C:30](O)=[O:31])([C:22]1[CH:27]=[CH:26][CH:25]=[CH:24][CH:23]=1)[C:16]1[CH:21]=[CH:20][CH:19]=[CH:18][CH:17]=1.Cl.C(N=C=NCCCN(C)C)C. The catalyst is CN(C1C=CN=CC=1)C.C(Cl)Cl. The product is [CH:15]([NH:28][CH2:29][C:30]([N:12]1[CH2:13][CH2:14][N:9]([CH2:8][CH:5]2[CH2:6][CH2:7][N:2]([CH3:1])[CH2:3][CH2:4]2)[CH2:10][CH2:11]1)=[O:31])([C:22]1[CH:23]=[CH:24][CH:25]=[CH:26][CH:27]=1)[C:16]1[CH:21]=[CH:20][CH:19]=[CH:18][CH:17]=1. The yield is 0.833.